Dataset: Forward reaction prediction with 1.9M reactions from USPTO patents (1976-2016). Task: Predict the product of the given reaction. (1) Given the reactants [CH2:1]1[C:10]2[C:5](=[CH:6][CH:7]=[CH:8][CH:9]=2)[CH2:4][CH2:3][CH2:2]1.Cl[Sn](Cl)(Cl)Cl.[CH3:16][O:17]C(Cl)Cl, predict the reaction product. The product is: [CH:9]1[C:10]2[CH2:1][CH2:2][CH2:3][CH2:4][C:5]=2[CH:6]=[CH:7][C:8]=1[CH:16]=[O:17]. (2) Given the reactants [F:1][C:2]1[CH:10]=[C:9]2[C:5]([C:6]([C:20]3[CH:33]=[CH:32][C:23]4[NH:24][C:25]([CH2:27][CH2:28][C:29]([OH:31])=O)=[N:26][C:22]=4[CH:21]=3)=[CH:7][N:8]2[S:11]([C:14]2[CH:19]=[CH:18][CH:17]=[CH:16][CH:15]=2)(=[O:13])=[O:12])=[CH:4][CH:3]=1.CN(C(ON1N=NC2C=CC=NC1=2)=[N+](C)C)C.F[P-](F)(F)(F)(F)F.CCN(CC)CC.[NH4+].[Cl-], predict the reaction product. The product is: [F:1][C:2]1[CH:10]=[C:9]2[C:5]([C:6]([C:20]3[CH:33]=[CH:32][C:23]4[N:24]5[C:29](=[O:31])[CH2:28][CH2:27][C:25]5=[N:26][C:22]=4[CH:21]=3)=[CH:7][N:8]2[S:11]([C:14]2[CH:19]=[CH:18][CH:17]=[CH:16][CH:15]=2)(=[O:13])=[O:12])=[CH:4][CH:3]=1. (3) The product is: [CH2:17]([O:16][C:12]([CH:1]1[CH2:6][C:5](=[O:7])[CH:4]=[CH:3][O:2]1)=[O:15])[CH3:18]. Given the reactants [CH3:1][O:2][CH:3]=[CH:4][C:5]([O:7][Si](C)(C)C)=[CH2:6].[C:12]([O:16][CH2:17][CH3:18])(=[O:15])C=O.O.C(O)(C(F)(F)F)=O, predict the reaction product. (4) Given the reactants Br[CH2:2][C:3]([C:5]1[C:13]2[C:8](=[CH:9][CH:10]=[C:11]([N+:14]([O-:16])=[O:15])[CH:12]=2)[N:7]([C:17]([O:19][C:20]([CH3:23])([CH3:22])[CH3:21])=[O:18])[N:6]=1)=O.[NH2:24][C:25]1[CH:30]=[CH:29][CH:28]=[CH:27][N:26]=1.C(=O)([O-])O.[Na+].O, predict the reaction product. The product is: [N:24]1[C:3]([C:5]2[C:13]3[C:8](=[CH:9][CH:10]=[C:11]([N+:14]([O-:16])=[O:15])[CH:12]=3)[N:7]([C:17]([O:19][C:20]([CH3:23])([CH3:22])[CH3:21])=[O:18])[N:6]=2)=[CH:2][N:26]2[CH:27]=[CH:28][CH:29]=[CH:30][C:25]=12. (5) Given the reactants Br[C:2]1[CH:3]=[C:4]([CH:8]=[C:9]([S:11]([F:16])([F:15])([F:14])([F:13])[F:12])[CH:10]=1)[C:5]([OH:7])=[O:6].[CH3:17][S:18]([O-:20])=[O:19].[Na+].N1CCC[C@H]1C(O)=O.C(=O)([O-])[O-].[K+].[K+], predict the reaction product. The product is: [CH3:17][S:18]([C:2]1[CH:3]=[C:4]([CH:8]=[C:9]([S:11]([F:16])([F:15])([F:14])([F:13])[F:12])[CH:10]=1)[C:5]([OH:7])=[O:6])(=[O:20])=[O:19]. (6) Given the reactants [CH3:1][O:2][C:3]1[CH:4]=[C:5]([CH2:9][CH2:10][C:11](Cl)=[O:12])[CH:6]=[CH:7][CH:8]=1.[F:14][C:15]1[CH:21]=[CH:20][C:18]([NH2:19])=[CH:17][CH:16]=1, predict the reaction product. The product is: [F:14][C:15]1[CH:21]=[CH:20][C:18]([NH:19][C:11](=[O:12])[CH2:10][CH2:9][C:5]2[CH:6]=[CH:7][CH:8]=[C:3]([O:2][CH3:1])[CH:4]=2)=[CH:17][CH:16]=1.